Dataset: Forward reaction prediction with 1.9M reactions from USPTO patents (1976-2016). Task: Predict the product of the given reaction. (1) Given the reactants P(CCCC)(CCCC)CCCC.C1CCN(C(N=NC(N2CCCCC2)=O)=O)CC1.[F:32][C:33]1[CH:34]=[C:35]([OH:46])[CH:36]=[CH:37][C:38]=1[C:39]1[CH:44]=[CH:43][C:42]([F:45])=[CH:41][N:40]=1.O[CH2:48][CH:49]1[CH:54]([NH:55][C:56](=[O:62])[O:57][C:58]([CH3:61])([CH3:60])[CH3:59])[CH2:53][CH2:52][O:51][CH2:50]1.[OH-].[Na+], predict the reaction product. The product is: [F:32][C:33]1[CH:34]=[C:35]([CH:36]=[CH:37][C:38]=1[C:39]1[CH:44]=[CH:43][C:42]([F:45])=[CH:41][N:40]=1)[O:46][CH2:48][CH:49]1[CH:54]([NH:55][C:56](=[O:62])[O:57][C:58]([CH3:61])([CH3:60])[CH3:59])[CH2:53][CH2:52][O:51][CH2:50]1. (2) Given the reactants C[O:2][C:3](=[O:16])[CH:4]([O:6][C:7]1[CH:15]=[CH:14][CH:13]=[C:12]2[C:8]=1[CH:9]=[CH:10][NH:11]2)[CH3:5].O1CCOCC1.[OH-].[Na+].Cl, predict the reaction product. The product is: [CH3:5][CH:4]([O:6][C:7]1[CH:15]=[CH:14][CH:13]=[C:12]2[C:8]=1[CH:9]=[CH:10][NH:11]2)[C:3]([OH:16])=[O:2]. (3) Given the reactants [O:1]=[C:2]1[N:6]([C:7]2[CH:15]=[CH:14][C:10]([C:11]([OH:13])=[O:12])=[CH:9][CH:8]=2)[N:5]=[C:4]2[C:16]3[CH:17]=[CH:18][CH:19]=[CH:20][C:21]=3[S:22][CH2:23][CH:3]12.C1(Cl)C(Cl)=C(Cl)C(=O)C(=O)C=1Cl.O, predict the reaction product. The product is: [O:1]=[C:2]1[N:6]([C:7]2[CH:8]=[CH:9][C:10]([C:11]([OH:13])=[O:12])=[CH:14][CH:15]=2)[N:5]=[C:4]2[C:16]3[CH:17]=[CH:18][CH:19]=[CH:20][C:21]=3[S:22][CH:23]=[C:3]12. (4) Given the reactants [CH3:1][N:2]1[C:7](=[O:8])[CH:6]=[C:5]([C:9]2[CH:14]=[CH:13][N:12]=[CH:11][N:10]=2)[N:4]=[C:3]1[O:15][CH:16]1[CH2:21][CH2:20][N:19]([CH2:22][CH2:23][CH:24]2[CH2:29][CH2:28][NH:27][CH2:26][CH2:25]2)[CH2:18][CH2:17]1.[CH:30](=O)[C:31]1[CH:36]=[CH:35][CH:34]=[CH:33][CH:32]=1.C(O[BH-](OC(=O)C)OC(=O)C)(=O)C.[Na+], predict the reaction product. The product is: [CH2:30]([N:27]1[CH2:26][CH2:25][CH:24]([CH2:23][CH2:22][N:19]2[CH2:18][CH2:17][CH:16]([O:15][C:3]3[N:2]([CH3:1])[C:7](=[O:8])[CH:6]=[C:5]([C:9]4[CH:14]=[CH:13][N:12]=[CH:11][N:10]=4)[N:4]=3)[CH2:21][CH2:20]2)[CH2:29][CH2:28]1)[C:31]1[CH:36]=[CH:35][CH:34]=[CH:33][CH:32]=1. (5) The product is: [CH3:25][CH:17]1[C:16]2[C:21](=[CH:22][CH:23]=[CH:24][C:15]=2[O:14][C:11]2[N:12]=[CH:13][C:8]([NH:7][C:5](=[O:6])[C@:2]([CH3:1])([CH2:3][CH3:4])[NH2:26])=[CH:9][N:10]=2)[O:20][CH2:19][CH2:18]1. Given the reactants [CH3:1][C@:2]([NH:26]C(=O)OC(C)(C)C)([C:5]([NH:7][C:8]1[CH:9]=[N:10][C:11]([O:14][C:15]2[CH:24]=[CH:23][CH:22]=[C:21]3[C:16]=2[CH:17]([CH3:25])[CH2:18][CH2:19][O:20]3)=[N:12][CH:13]=1)=[O:6])[CH2:3][CH3:4].C(O)(C(F)(F)F)=O, predict the reaction product. (6) Given the reactants [C:1]([Br:5])(Br)(Br)Br.C1(P(C2C=CC=CC=2)C2C=CC=CC=2)C=CC=CC=1.[C:25]([O:29][C:30]([C@@:32]1([CH2:47]CO)[CH:36]([F:37])[C:35](=[O:38])[N:34]([C@@H:39]([C:41]2[CH:46]=[CH:45][CH:44]=[CH:43][CH:42]=2)[CH3:40])[CH2:33]1)=[O:31])([CH3:28])([CH3:27])[CH3:26], predict the reaction product. The product is: [C:25]([O:29][C:30]([C@@:32]1([CH2:47][CH2:1][Br:5])[CH:36]([F:37])[C:35](=[O:38])[N:34]([C@@H:39]([C:41]2[CH:42]=[CH:43][CH:44]=[CH:45][CH:46]=2)[CH3:40])[CH2:33]1)=[O:31])([CH3:26])([CH3:27])[CH3:28]. (7) Given the reactants [Cl:1][CH2:2][CH2:3][NH:4][C:5]([C:7]1[CH:8]=[N:9][N:10]2[CH:15]=[CH:14][C:13]([N:16]3[C@@H:20]([C:21]4[C:22]([O:28]C)=[N:23][CH:24]=[C:25]([F:27])[CH:26]=4)[CH2:19][O:18][C:17]3=[O:30])=[N:12][C:11]=12)=[O:6], predict the reaction product. The product is: [Cl:1][CH2:2][CH2:3][NH:4][C:5]([C:7]1[CH:8]=[N:9][N:10]2[CH:15]=[CH:14][C:13]([N:16]3[C@@H:20]([C:21]4[C:22](=[O:28])[NH:23][CH:24]=[C:25]([F:27])[CH:26]=4)[CH2:19][O:18][C:17]3=[O:30])=[N:12][C:11]=12)=[O:6]. (8) Given the reactants [C:1]([CH:3]1C[CH2:4]1)#[CH:2].[Cl:6][C:7]1[CH:12]=[C:11]2[NH:13][C:14](=[O:40])[C:15]3([CH:20]([C:21]4[CH:26]=[CH:25][CH:24]=[C:23]([Cl:27])[CH:22]=4)[CH2:19][C:18](=[O:28])[NH:17][CH:16]3[C:29]3[CH:34]=[C:33](I)[CH:32]=[CH:31][C:30]=3[O:36][CH2:37][CH2:38][OH:39])[C:10]2=[CH:9][CH:8]=1.C(N([CH2:46][CH3:47])CC)C.[CH3:48]N(C)C=O, predict the reaction product. The product is: [Cl:6][C:7]1[CH:12]=[C:11]2[NH:13][C:14](=[O:40])[C:15]3([CH:20]([C:21]4[CH:26]=[CH:25][CH:24]=[C:23]([Cl:27])[CH:22]=4)[CH2:19][C:18](=[O:28])[NH:17][CH:16]3[C:29]3[CH:34]=[C:33]([C:2]#[C:1][CH:3]([CH:47]4[CH2:46][CH2:48]4)[CH3:4])[CH:32]=[CH:31][C:30]=3[O:36][CH2:37][CH2:38][OH:39])[C:10]2=[CH:9][CH:8]=1.